From a dataset of Forward reaction prediction with 1.9M reactions from USPTO patents (1976-2016). Predict the product of the given reaction. (1) Given the reactants C([O:3][C:4](=[O:34])[CH:5]([O:31][CH2:32][CH3:33])[CH2:6][C:7]1[CH:12]=[CH:11][C:10]([O:13][CH2:14][CH2:15][C:16]2[N:17]=[C:18]([C:22]3[CH:27]=[CH:26][C:25]([O:28][CH3:29])=[CH:24][CH:23]=3)[S:19][C:20]=2[CH3:21])=[CH:9][C:8]=1[CH3:30])C.[Li+].[OH-], predict the reaction product. The product is: [CH2:32]([O:31][CH:5]([CH2:6][C:7]1[CH:12]=[CH:11][C:10]([O:13][CH2:14][CH2:15][C:16]2[N:17]=[C:18]([C:22]3[CH:23]=[CH:24][C:25]([O:28][CH3:29])=[CH:26][CH:27]=3)[S:19][C:20]=2[CH3:21])=[CH:9][C:8]=1[CH3:30])[C:4]([OH:34])=[O:3])[CH3:33]. (2) Given the reactants Cl.[CH2:2]([C:4]1[CH:23]=[CH:22][CH:21]=[C:20]([CH3:24])[C:5]=1[CH2:6][NH:7][C:8]1[C:9]2[N:10]([N:16]=[C:17]([CH3:19])[N:18]=2)[CH:11]=[C:12]([CH2:14]Cl)[CH:13]=1)[CH3:3].[CH3:25][NH2:26], predict the reaction product. The product is: [CH2:2]([C:4]1[CH:23]=[CH:22][CH:21]=[C:20]([CH3:24])[C:5]=1[CH2:6][NH:7][C:8]1[C:9]2[N:10]([N:16]=[C:17]([CH3:19])[N:18]=2)[CH:11]=[C:12]([CH2:14][NH:26][CH3:25])[CH:13]=1)[CH3:3]. (3) Given the reactants C([NH:4][C:5]1[CH:6]=[C:7]([CH:21]=[CH:22][CH:23]=1)[C:8]([NH:10][NH:11][C:12]([NH:14][CH:15]1[CH2:20][CH2:19][CH2:18][CH2:17][CH2:16]1)=[O:13])=O)(=O)C, predict the reaction product. The product is: [NH2:4][C:5]1[CH:6]=[C:7]([C:8]2[N:14]([CH:15]3[CH2:20][CH2:19][CH2:18][CH2:17][CH2:16]3)[C:12](=[O:13])[NH:11][N:10]=2)[CH:21]=[CH:22][CH:23]=1. (4) The product is: [CH3:1][O:2][C:3]1[CH:4]=[N:5][C:6]2[C:11]([CH:12]=1)=[C:10]([CH2:13][CH2:14][CH2:15][C@@H:16]1[CH2:21][CH2:20][N:19]([CH2:22][CH2:23][S:24][C:25]3[S:26][CH:27]=[CH:28][CH:29]=3)[CH2:18][C@@H:17]1[CH2:30][CH2:31][O:32][C:35](=[O:36])[NH2:37])[CH:9]=[CH:8][CH:7]=2. Given the reactants [CH3:1][O:2][C:3]1[CH:4]=[N:5][C:6]2[C:11]([CH:12]=1)=[C:10]([CH2:13][CH2:14][CH2:15][C@H:16]1[CH2:21][CH2:20][N:19]([CH2:22][CH2:23][S:24][C:25]3[S:26][CH:27]=[CH:28][CH:29]=3)[CH2:18][C@@H:17]1[CH2:30][CH2:31][OH:32])[CH:9]=[CH:8][CH:7]=2.ClC(Cl)(Cl)[C:35]([N:37]=C=O)=[O:36], predict the reaction product. (5) Given the reactants Br[C:2]1[C:10]2[N:9]3[CH2:11][CH2:12][CH2:13][NH:14][C:15](=[O:16])[C:8]3=[C:7]([CH3:17])[C:6]=2[CH:5]=[C:4]([C:18]#[N:19])[CH:3]=1.CC1(C)C(C)(C)OB([C:28]2[CH:29]=[CH:30][C:31]([NH2:34])=[N:32][CH:33]=2)O1, predict the reaction product. The product is: [NH2:34][C:31]1[N:32]=[CH:33][C:28]([C:2]2[C:10]3[N:9]4[CH2:11][CH2:12][CH2:13][NH:14][C:15](=[O:16])[C:8]4=[C:7]([CH3:17])[C:6]=3[CH:5]=[C:4]([C:18]#[N:19])[CH:3]=2)=[CH:29][CH:30]=1. (6) Given the reactants [S:1]1[C:5]2[CH:6]=[CH:7][CH:8]=[CH:9][C:4]=2[N:3]=[C:2]1[NH:10][C:11]1[CH:16]=[CH:15][C:14]([OH:17])=[CH:13][CH:12]=1.F[C:19]1[C:24]([C:25]2([OH:31])[CH2:30][CH2:29][O:28][CH2:27][CH2:26]2)=[CH:23][CH:22]=[CH:21][N:20]=1.C(=O)([O-])[O-].[Cs+].[Cs+].O, predict the reaction product. The product is: [S:1]1[C:5]2[CH:6]=[CH:7][CH:8]=[CH:9][C:4]=2[N:3]=[C:2]1[NH:10][C:11]1[CH:16]=[CH:15][C:14]([O:17][C:19]2[C:24]([C:25]3([OH:31])[CH2:26][CH2:27][O:28][CH2:29][CH2:30]3)=[CH:23][CH:22]=[CH:21][N:20]=2)=[CH:13][CH:12]=1.